Dataset: Catalyst prediction with 721,799 reactions and 888 catalyst types from USPTO. Task: Predict which catalyst facilitates the given reaction. Reactant: [CH2:1](Br)[CH2:2][CH2:3][CH2:4][CH2:5][CH2:6][CH2:7][CH2:8]/[CH:9]=[CH:10]\[CH2:11]/[CH:12]=[CH:13]\[CH2:14][CH2:15][CH2:16][CH2:17][CH3:18].BrCBr.[CH:23]([O-:25])=O.[OH-].[Na+]. Product: [CH3:18][CH2:17][CH2:16][CH2:15][CH2:14][CH:13]=[CH:12][CH2:11][CH:10]=[CH:9][CH2:8][CH2:7][CH2:6][CH2:5][CH2:4][CH2:3][CH2:2][CH2:1][CH:23]([OH:25])[CH2:1][CH2:2][CH2:3][CH2:4][CH2:5][CH2:6][CH2:7][CH2:8][CH:9]=[CH:10][CH2:11][CH:12]=[CH:13][CH2:14][CH2:15][CH2:16][CH2:17][CH3:18]. The catalyst class is: 385.